This data is from Forward reaction prediction with 1.9M reactions from USPTO patents (1976-2016). The task is: Predict the product of the given reaction. (1) Given the reactants [C:1]([C:3]1([NH:6][C:7]([CH:9]([NH:15][C:16](=[O:24])[C:17]2[CH:22]=[CH:21][CH:20]=[C:19](I)[CH:18]=2)[CH2:10][Si:11]([CH3:14])([CH3:13])[CH3:12])=[O:8])[CH2:5][CH2:4]1)#[N:2].C1(C)C=CC=CC=1.C(=O)([O-])[O-].[Na+].[Na+].[C:38]([C:40]1[CH:41]=[C:42](B(O)O)[CH:43]=[CH:44][CH:45]=1)#[N:39], predict the reaction product. The product is: [C:1]([C:3]1([NH:6][C:7]([CH:9]([NH:15][C:16]([C:17]2[CH:18]=[C:19]([C:44]3[CH:43]=[CH:42][CH:41]=[C:40]([C:38]#[N:39])[CH:45]=3)[CH:20]=[CH:21][CH:22]=2)=[O:24])[CH2:10][Si:11]([CH3:14])([CH3:13])[CH3:12])=[O:8])[CH2:5][CH2:4]1)#[N:2]. (2) Given the reactants [Cl:1][C:2]1[CH:3]=[CH:4][C:5]([CH3:11])=[C:6]([N:8]=[C:9]=[S:10])[CH:7]=1.[NH2:12][C:13]1[S:14][C:15]2[C:25]3[C:20](=[CH:21][CH:22]=[CH:23][CH:24]=3)[CH:19]=[CH:18][C:16]=2[N:17]=1, predict the reaction product. The product is: [Cl:1][C:2]1[CH:3]=[CH:4][C:5]([CH3:11])=[C:6]([NH:8][C:9]([NH:12][C:13]2[S:14][C:15]3[C:25]4[C:20](=[CH:21][CH:22]=[CH:23][CH:24]=4)[CH:19]=[CH:18][C:16]=3[N:17]=2)=[S:10])[CH:7]=1. (3) Given the reactants [NH2:1][C:2]1[N:7]=[CH:6][N:5]=[C:4]2[N:8]([CH:20]3[CH2:25][CH2:24][N:23]([C:26]([O:28][CH2:29][C:30]4[CH:35]=[CH:34][CH:33]=[CH:32][CH:31]=4)=[O:27])[CH2:22][CH2:21]3)[N:9]=[C:10]([C:11]3[CH:16]=[CH:15][C:14]([NH2:17])=[C:13]([O:18][CH3:19])[CH:12]=3)[C:3]=12.[CH3:36][C:37]1[O:43][C:40]([CH:41]=O)=[CH:39][CH:38]=1.C(O)(=O)C.C(O[BH-](OC(=O)C)OC(=O)C)(=O)C.[Na+], predict the reaction product. The product is: [NH2:1][C:2]1[N:7]=[CH:6][N:5]=[C:4]2[N:8]([CH:20]3[CH2:25][CH2:24][N:23]([C:26]([O:28][CH2:29][C:30]4[CH:31]=[CH:32][CH:33]=[CH:34][CH:35]=4)=[O:27])[CH2:22][CH2:21]3)[N:9]=[C:10]([C:11]3[CH:16]=[CH:15][C:14]([NH:17][CH2:41][C:40]4[O:43][C:37]([CH3:36])=[CH:38][CH:39]=4)=[C:13]([O:18][CH3:19])[CH:12]=3)[C:3]=12.